Dataset: Full USPTO retrosynthesis dataset with 1.9M reactions from patents (1976-2016). Task: Predict the reactants needed to synthesize the given product. (1) Given the product [N:1]1([C:16]2[C:15]3=[C:14]([C:26]4[CH:27]=[N:28][N:29]([CH3:38])[C:30]=4[C:31]4[CH:36]=[CH:35][C:34]([CH3:37])=[CH:33][CH:32]=4)[N:13]=[C:12]([CH3:11])[N:20]3[N:19]=[CH:18][N:17]=2)[CH2:4][CH2:3][CH2:2]1, predict the reactants needed to synthesize it. The reactants are: [NH:1]1[CH2:4][CH2:3][CH2:2]1.C(=O)([O-])[O-].[Cs+].[Cs+].[CH3:11][C:12]1[N:20]2[C:15]([C:16](N3C=NC=N3)=[N:17][CH:18]=[N:19]2)=[C:14]([C:26]2[CH:27]=[N:28][N:29]([CH3:38])[C:30]=2[C:31]2[CH:36]=[CH:35][C:34]([CH3:37])=[CH:33][CH:32]=2)[N:13]=1. (2) The reactants are: [CH2:1]([O:4][NH:5][CH:6]1[CH2:11][NH:10][C@@H:9]([C:12]([NH2:14])=[O:13])[CH:8]=[C:7]1[CH:15]1[CH2:17][CH2:16]1)[CH:2]=[CH2:3].[CH2:18]([O:21]N1C(=O)N2C[C@H]1C(C)=C[C@H]2C(N)=O)C=C. Given the product [CH2:1]([O:4][N:5]1[C:18](=[O:21])[N:10]2[CH2:11][C@H:6]1[C:7]([CH:15]1[CH2:16][CH2:17]1)=[CH:8][C@H:9]2[C:12]([NH2:14])=[O:13])[CH:2]=[CH2:3], predict the reactants needed to synthesize it. (3) Given the product [NH2:29][C:2]1[C:11]2[N:12]=[C:13]([CH2:26][OH:28])[N:14]([CH2:15][CH:16]([CH3:18])[CH3:17])[C:10]=2[C:9]2[CH:8]=[CH:7][CH:6]=[CH:5][C:4]=2[N:3]=1, predict the reactants needed to synthesize it. The reactants are: Cl[C:2]1[C:11]2[N:12]=[CH:13][N:14]([CH2:15][CH:16]([CH3:18])[CH3:17])[C:10]=2[C:9]2[CH:8]=[CH:7][CH:6]=[CH:5][C:4]=2[N:3]=1.CC1C([C:26]([OH:28])=O)=CC=CC=1.[NH3:29]. (4) Given the product [NH2:31][C:19]1[N:18]=[C:17]([NH:16][CH2:15][CH2:14][NH:13][S:9]([C:3]2[C:4]([CH3:8])=[N:5][N:6]([CH3:7])[C:2]=2[Cl:1])(=[O:11])=[O:10])[CH:22]=[C:21]([C:23]2[CH:28]=[CH:27][CH:26]=[C:25]([CH3:29])[C:24]=2[CH3:30])[N:20]=1, predict the reactants needed to synthesize it. The reactants are: [Cl:1][C:2]1[N:6]([CH3:7])[N:5]=[C:4]([CH3:8])[C:3]=1[S:9](Cl)(=[O:11])=[O:10].[NH2:13][CH2:14][CH2:15][NH:16][C:17]1[CH:22]=[C:21]([C:23]2[CH:28]=[CH:27][CH:26]=[C:25]([CH3:29])[C:24]=2[CH3:30])[N:20]=[C:19]([NH2:31])[N:18]=1. (5) Given the product [CH3:1][C:2]1[CH:3]=[CH:4][C:5]2[CH2:11][O:10][CH2:9][CH2:8][NH:7][C:6]=2[N:12]=1, predict the reactants needed to synthesize it. The reactants are: [CH3:1][C:2]1[CH:3]=[CH:4][C:5]2[CH2:11][O:10][CH2:9][CH2:8][NH:7][C:6]=2[N+:12]=1[O-].C1(P(C2C=CC=CC=2)C2C=CC=CC=2)C=CC=CC=1. (6) Given the product [Cl:1][C:2]1[C:3]([O:12][C:13]2[CH:18]=[C:17]([O:19][CH2:20][CH2:21][O:22][CH3:23])[CH:16]=[CH:15][C:14]=2[CH2:24][CH2:25][CH2:26][NH:27][S:36]([CH3:35])(=[O:38])=[O:37])=[N:4][CH:5]=[C:6]([C:8]([F:9])([F:11])[F:10])[CH:7]=1, predict the reactants needed to synthesize it. The reactants are: [Cl:1][C:2]1[C:3]([O:12][C:13]2[CH:18]=[C:17]([O:19][CH2:20][CH2:21][O:22][CH3:23])[CH:16]=[CH:15][C:14]=2[CH2:24][CH2:25][CH2:26][NH2:27])=[N:4][CH:5]=[C:6]([C:8]([F:11])([F:10])[F:9])[CH:7]=1.C(N(CC)CC)C.[CH3:35][S:36](Cl)(=[O:38])=[O:37].[Cl-].[NH4+]. (7) Given the product [Br:1][C:2]1[CH:16]=[CH:15][C:14]([N+:17]([O-:19])=[O:18])=[CH:13][C:3]=1[O:4][C:5]([CH3:12])([CH3:11])[C:6]([OH:8])=[O:7], predict the reactants needed to synthesize it. The reactants are: [Br:1][C:2]1[CH:16]=[CH:15][C:14]([N+:17]([O-:19])=[O:18])=[CH:13][C:3]=1[O:4][C:5]([CH3:12])([CH3:11])[C:6]([O:8]CC)=[O:7].C(O)C.[OH-].[Na+].Cl. (8) Given the product [CH2:1]([N:8]1[CH:16]=[C:15]2[C:10]([CH:11]=[C:12]([C:17]3[CH:18]=[C:19]([CH:27]4[CH2:31][CH2:30][N:29]([C:32](=[O:35])[CH2:33][N:40]5[CH2:41][CH2:42][N:37]([CH3:36])[CH2:38][CH2:39]5)[CH2:28]4)[N:20]4[C:25]=3[C:24]([NH2:26])=[N:23][CH:22]=[N:21]4)[CH:13]=[CH:14]2)=[N:9]1)[C:2]1[CH:7]=[CH:6][CH:5]=[CH:4][CH:3]=1, predict the reactants needed to synthesize it. The reactants are: [CH2:1]([N:8]1[CH:16]=[C:15]2[C:10]([CH:11]=[C:12]([C:17]3[CH:18]=[C:19]([CH:27]4[CH2:31][CH2:30][N:29]([C:32](=[O:35])[CH2:33]Cl)[CH2:28]4)[N:20]4[C:25]=3[C:24]([NH2:26])=[N:23][CH:22]=[N:21]4)[CH:13]=[CH:14]2)=[N:9]1)[C:2]1[CH:7]=[CH:6][CH:5]=[CH:4][CH:3]=1.[CH3:36][N:37]1[CH2:42][CH2:41][NH:40][CH2:39][CH2:38]1. (9) The reactants are: [NH2:1][C:2]1[CH:3]=[CH:4][C:5]([N:8]2[CH2:13][CH2:12][CH:11]([C:14]([C:16]3[CH:21]=[CH:20][CH:19]=[CH:18][CH:17]=3)=[O:15])[CH2:10][CH2:9]2)=[N:6][CH:7]=1.[CH3:22][O:23][C:24]1[CH:29]=[CH:28][C:27]([CH3:30])=[CH:26][C:25]=1[N:31]=[C:32]=[O:33].CO. Given the product [C:14]([CH:11]1[CH2:10][CH2:9][N:8]([C:5]2[CH:4]=[CH:3][C:2]([NH:1][C:32]([NH:31][C:25]3[CH:26]=[C:27]([CH3:30])[CH:28]=[CH:29][C:24]=3[O:23][CH3:22])=[O:33])=[CH:7][N:6]=2)[CH2:13][CH2:12]1)(=[O:15])[C:16]1[CH:17]=[CH:18][CH:19]=[CH:20][CH:21]=1, predict the reactants needed to synthesize it. (10) Given the product [C:1]([O:9][C:10]1([CH2:27][C:28]2[CH:33]=[C:32]([O:44][CH3:37])[CH:31]=[CH:30][C:29]=2[OH:36])[C:18]2[C:13](=[CH:14][CH:15]=[C:16]([CH3:19])[CH:17]=2)[N:12]([CH2:20][CH2:21][CH2:22][CH:23]([CH3:25])[CH3:24])[C:11]1=[O:26])(=[O:8])[C:2]1[CH:3]=[CH:4][CH:5]=[CH:6][CH:7]=1, predict the reactants needed to synthesize it. The reactants are: [C:1]([O:9][C:10]1([CH2:27][C:28]2[CH:33]=[CH:32][C:31](OC)=[CH:30][C:29]=2[OH:36])[C:18]2[C:13](=[CH:14][CH:15]=[C:16]([CH3:19])[CH:17]=2)[N:12]([CH2:20][CH2:21][CH2:22][CH:23]([CH3:25])[CH3:24])[C:11]1=[O:26])(=[O:8])[C:2]1[CH:7]=[CH:6][CH:5]=[CH:4][CH:3]=1.[C:37](OC1C2C(=CC=C(C)C=2)N(CCCC(C)C)C1=O)(=[O:44])C1C=CC=CC=1.C(=O)(OC1C=CC(OC)=CC=1CO)OC(C)(C)C.